From a dataset of Forward reaction prediction with 1.9M reactions from USPTO patents (1976-2016). Predict the product of the given reaction. (1) Given the reactants [CH3:1][O:2][C:3]([CH:5]1[CH2:10][CH2:9][CH:8]([CH2:11][O:12]CC2C=CC=CC=2)[CH2:7][CH2:6]1)=[O:4], predict the reaction product. The product is: [CH3:1][O:2][C:3]([CH:5]1[CH2:10][CH2:9][CH:8]([CH2:11][OH:12])[CH2:7][CH2:6]1)=[O:4]. (2) Given the reactants [Cl:1][C:2]1[C:7]([Cl:8])=[CH:6][CH:5]=[CH:4][C:3]=1[C:9]([N:11]1[CH2:16][CH2:15][C:14]2[C:17]([C:20]3[CH:25]=[CH:24][CH:23]=[CH:22][CH:21]=3)=[N:18][NH:19][C:13]=2[CH2:12]1)=[O:10].[H-].[Na+].I[CH3:29], predict the reaction product. The product is: [Cl:1][C:2]1[C:7]([Cl:8])=[CH:6][CH:5]=[CH:4][C:3]=1[C:9]([N:11]1[CH2:16][CH2:15][C:14]2[C:17]([C:20]3[CH:21]=[CH:22][CH:23]=[CH:24][CH:25]=3)=[N:18][N:19]([CH3:29])[C:13]=2[CH2:12]1)=[O:10].[Cl:1][C:2]1[C:7]([Cl:8])=[CH:6][CH:5]=[CH:4][C:3]=1[C:9]([N:11]1[CH2:16][CH2:15][C:14]2=[C:17]([C:20]3[CH:21]=[CH:22][CH:23]=[CH:24][CH:25]=3)[N:18]([CH3:29])[N:19]=[C:13]2[CH2:12]1)=[O:10]. (3) Given the reactants [H-].[Al+3].[Li+].[H-].[H-].[H-].[Cl:7][C:8]1[CH:9]=[C:10]([C:14]2[C:15]3[N:16]([C:35]([CH2:38][CH3:39])=[CH:36][CH:37]=3)[N:17]=[C:18]([C:29]3[CH:34]=[CH:33][CH:32]=[CH:31][CH:30]=3)[C:19]=2[CH2:20][CH2:21][CH2:22][CH2:23][C:24](OCC)=[O:25])[CH:11]=[CH:12][CH:13]=1, predict the reaction product. The product is: [Cl:7][C:8]1[CH:9]=[C:10]([C:14]2[C:15]3[N:16]([C:35]([CH2:38][CH3:39])=[CH:36][CH:37]=3)[N:17]=[C:18]([C:29]3[CH:30]=[CH:31][CH:32]=[CH:33][CH:34]=3)[C:19]=2[CH2:20][CH2:21][CH2:22][CH2:23][CH2:24][OH:25])[CH:11]=[CH:12][CH:13]=1. (4) Given the reactants [F:1][C:2]([F:16])([O:6][C:7]1[CH:8]=[C:9]([CH:13]=[CH:14][CH:15]=1)[C:10]([OH:12])=O)[CH:3]([F:5])[F:4].C(Cl)(=O)C(Cl)=O.O1CCCC1.[NH2:28][C:29]1[CH:30]=[C:31]([CH:48]=[CH:49][CH:50]=1)[O:32][C:33]1[CH:34]=[CH:35][C:36]2[N:37]([CH:39]=[C:40]([NH:42][C:43]([CH:45]3[CH2:47][CH2:46]3)=[O:44])[N:41]=2)[N:38]=1, predict the reaction product. The product is: [CH:45]1([C:43]([NH:42][C:40]2[N:41]=[C:36]3[CH:35]=[CH:34][C:33]([O:32][C:31]4[CH:30]=[C:29]([NH:28][C:10](=[O:12])[C:9]5[CH:13]=[CH:14][CH:15]=[C:7]([O:6][C:2]([F:1])([F:16])[CH:3]([F:4])[F:5])[CH:8]=5)[CH:50]=[CH:49][CH:48]=4)=[N:38][N:37]3[CH:39]=2)=[O:44])[CH2:46][CH2:47]1. (5) Given the reactants [CH3:1][O:2][C:3]1[CH:4]=[CH:5][C:6]2[C:11](=[O:12])[N:10]([CH2:13][C:14]([OH:16])=O)[N:9]=[N:8][C:7]=2[CH:17]=1.[C:18]1([CH3:27])[CH:23]=[CH:22][C:21]([C@@H:24]([NH2:26])[CH3:25])=[CH:20][CH:19]=1, predict the reaction product. The product is: [CH3:1][O:2][C:3]1[CH:4]=[CH:5][C:6]2[C:11](=[O:12])[N:10]([CH2:13][C:14]([NH:26][C@H:24]([C:21]3[CH:22]=[CH:23][C:18]([CH3:27])=[CH:19][CH:20]=3)[CH3:25])=[O:16])[N:9]=[N:8][C:7]=2[CH:17]=1. (6) Given the reactants C(O[C:4]([C@H:6]1[C@@H:11]([N:12]([C:21](=[O:35])[CH2:22][C:23]2[NH:28][C:27]3[CH:29]=[CH:30][CH:31]=[CH:32][C:26]=3[S:25](=[O:34])(=[O:33])[N:24]=2)[CH2:13][C:14]2[CH:19]=[CH:18][C:17]([F:20])=[CH:16][CH:15]=2)[C@H:10]2[CH2:36][C@@H:7]1[CH2:8][CH2:9]2)=[O:5])C.[O-]CC.[Na+].Cl, predict the reaction product. The product is: [O:34]=[S:25]1(=[O:33])[C:26]2[CH:32]=[CH:31][CH:30]=[CH:29][C:27]=2[N:28]=[C:23]([C:22]2[C:21](=[O:35])[N:12]([CH2:13][C:14]3[CH:19]=[CH:18][C:17]([F:20])=[CH:16][CH:15]=3)[C@@H:11]3[C@H:6]([C:4]=2[OH:5])[C@@H:7]2[CH2:36][C@H:10]3[CH2:9][CH2:8]2)[NH:24]1.